From a dataset of Forward reaction prediction with 1.9M reactions from USPTO patents (1976-2016). Predict the product of the given reaction. (1) The product is: [NH2:12][C:10]1[CH:11]=[C:6]([F:5])[CH:7]=[C:8]([C:15]2[CH:16]=[CH:17][C:18]([C:21]3[S:22][CH:23]=[CH:24][C:25]=3[NH:26][S:27]([CH:30]([CH3:31])[CH3:32])(=[O:28])=[O:29])=[CH:19][CH:20]=2)[CH:9]=1. Given the reactants Cl[Sn]Cl.O.[F:5][C:6]1[CH:7]=[C:8]([C:15]2[CH:20]=[CH:19][C:18]([C:21]3[S:22][CH:23]=[CH:24][C:25]=3[NH:26][S:27]([CH:30]([CH3:32])[CH3:31])(=[O:29])=[O:28])=[CH:17][CH:16]=2)[CH:9]=[C:10]([N+:12]([O-])=O)[CH:11]=1.C([O-])(O)=O.[Na+], predict the reaction product. (2) Given the reactants [C:1]1([N:7]2[C:11]([C:12]3[CH:17]=[CH:16][C:15]([CH3:18])=[CH:14][CH:13]=3)=[CH:10][C:9]([CH2:19][CH2:20][CH:21]=O)=[N:8]2)[CH:6]=[CH:5][CH:4]=[CH:3][CH:2]=1.[Cl:23][C:24]1[CH:29]=[CH:28][C:27]([N:30]2[CH2:35][CH2:34][NH:33][CH2:32][CH2:31]2)=[CH:26][CH:25]=1.CCN(C(C)C)C(C)C.[BH-](OC(C)=O)(OC(C)=O)OC(C)=O.[Na+], predict the reaction product. The product is: [Cl:23][C:24]1[CH:25]=[CH:26][C:27]([N:30]2[CH2:35][CH2:34][N:33]([CH2:21][CH2:20][CH2:19][C:9]3[CH:10]=[C:11]([C:12]4[CH:17]=[CH:16][C:15]([CH3:18])=[CH:14][CH:13]=4)[N:7]([C:1]4[CH:6]=[CH:5][CH:4]=[CH:3][CH:2]=4)[N:8]=3)[CH2:32][CH2:31]2)=[CH:28][CH:29]=1. (3) Given the reactants [F:1][C:2]1[CH:7]=[CH:6][C:5]([C:8]2[C:12]([CH3:13])=[C:11]([C:14]([O:16][CH2:17][CH3:18])=[O:15])[O:10][N:9]=2)=[CH:4][CH:3]=1.C1C(=O)N([Br:26])C(=O)C1, predict the reaction product. The product is: [Br:26][CH2:13][C:12]1[C:8]([C:5]2[CH:4]=[CH:3][C:2]([F:1])=[CH:7][CH:6]=2)=[N:9][O:10][C:11]=1[C:14]([O:16][CH2:17][CH3:18])=[O:15]. (4) Given the reactants [CH:1]([NH:4][C:5]1[S:6][C:7]2[CH:12]=[C:11]([CH:13]=[O:14])[N:10]=[CH:9][C:8]=2[N:15]=1)([CH3:3])[CH3:2].[F:16][C:17]1[CH:22]=[CH:21][CH:20]=[CH:19][C:18]=1[CH:23]([N+:34]#[C-:35])S(C1C=CC(C)=CC=1)(=O)=O.C([O-])([O-])=O.[K+].[K+], predict the reaction product. The product is: [F:16][C:17]1[CH:22]=[CH:21][CH:20]=[CH:19][C:18]=1[C:23]1[N:34]=[CH:35][O:14][C:13]=1[C:11]1[N:10]=[CH:9][C:8]2[N:15]=[C:5]([NH:4][CH:1]([CH3:3])[CH3:2])[S:6][C:7]=2[CH:12]=1. (5) Given the reactants [NH:1]1[C:9]2[C:4](=[CH:5][C:6]([CH2:10][NH:11][C:12](=[O:16])[CH:13]([CH3:15])[CH3:14])=[CH:7][CH:8]=2)[CH:3]=[CH:2]1.Cl[C:18]1[N:23]=[CH:22][C:21]([O:24][CH:25]2[CH2:30][CH2:29][N:28]([C:31]([O:33][C:34]([CH3:37])([CH3:36])[CH3:35])=[O:32])[CH2:27][CH2:26]2)=[CH:20][CH:19]=1, predict the reaction product. The product is: [C:34]([O:33][C:31]([N:28]1[CH2:27][CH2:26][CH:25]([O:24][C:21]2[CH:22]=[N:23][C:18]([N:1]3[C:9]4[C:4](=[CH:5][C:6]([CH2:10][NH:11][C:12](=[O:16])[CH:13]([CH3:14])[CH3:15])=[CH:7][CH:8]=4)[CH:3]=[CH:2]3)=[CH:19][CH:20]=2)[CH2:30][CH2:29]1)=[O:32])([CH3:37])([CH3:35])[CH3:36]. (6) The product is: [NH2:8][C@H:9]([CH2:30][C:31]1[CH:36]=[CH:35][C:34]([Cl:37])=[CH:33][CH:32]=1)[C:10]([NH:12][N:13]1[CH2:17][CH2:16][C@@H:15]([N:18]([CH:24]2[CH2:29][CH2:28][CH2:27][CH2:26][CH2:25]2)[C:19](=[O:23])[CH:20]([CH3:22])[CH3:21])[CH2:14]1)=[O:11].[C:38]([OH:44])([C:40]([F:43])([F:42])[F:41])=[O:39]. Given the reactants C([NH:8][C@H:9]([CH2:30][C:31]1[CH:36]=[CH:35][C:34]([Cl:37])=[CH:33][CH:32]=1)[C:10]([NH:12][N:13]1[CH2:17][CH2:16][C@@H:15]([N:18]([CH:24]2[CH2:29][CH2:28][CH2:27][CH2:26][CH2:25]2)[C:19](=[O:23])[CH:20]([CH3:22])[CH3:21])[CH2:14]1)=[O:11])(OC(C)(C)C)=O.[C:38]([OH:44])([C:40]([F:43])([F:42])[F:41])=[O:39], predict the reaction product. (7) Given the reactants Br[C:2]1[CH:7]=[CH:6][C:5]([CH3:8])=[CH:4][N:3]=1.[Li+].CCC[CH2-].[CH2:14]([N:21]1[CH2:26][CH2:25][C:24]([NH:29][C:30]2[CH:35]=[CH:34][CH:33]=[CH:32][CH:31]=2)(C#N)[CH2:23][CH2:22]1)[C:15]1[CH:20]=[CH:19][CH:18]=[CH:17][CH:16]=1.O, predict the reaction product. The product is: [CH2:14]([N:21]1[CH2:22][CH2:23][C:24]([NH:29][C:30]2[CH:35]=[CH:34][CH:33]=[CH:32][CH:31]=2)([C:2]2[CH:7]=[CH:6][C:5]([CH3:8])=[CH:4][N:3]=2)[CH2:25][CH2:26]1)[C:15]1[CH:16]=[CH:17][CH:18]=[CH:19][CH:20]=1. (8) Given the reactants Br[C:2]1[N:6]2[C:7]3[CH:19]=[CH:18][CH:17]=[N:16][C:8]=3[NH:9][C:10]3[CH:15]=[CH:14][CH:13]=[CH:12][C:11]=3[C:5]2=[N:4][C:3]=1[C:20]1[CH:25]=[CH:24][CH:23]=[CH:22][CH:21]=1.C(O)C.C(=O)(O)[O-].[Na+].CC1(C)C(C)(C)OB([C:42]2[CH:47]=[CH:46][C:45]([C@@H:48]([NH:50][C:51](=[O:57])[O:52][C:53]([CH3:56])([CH3:55])[CH3:54])[CH3:49])=[CH:44][CH:43]=2)O1, predict the reaction product. The product is: [C:20]1([C:3]2[N:4]=[C:5]3[C:11]4[CH:12]=[CH:13][CH:14]=[CH:15][C:10]=4[NH:9][C:8]4[N:16]=[CH:17][CH:18]=[CH:19][C:7]=4[N:6]3[C:2]=2[C:42]2[CH:43]=[CH:44][C:45]([C@@H:48]([NH:50][C:51](=[O:57])[O:52][C:53]([CH3:56])([CH3:55])[CH3:54])[CH3:49])=[CH:46][CH:47]=2)[CH:25]=[CH:24][CH:23]=[CH:22][CH:21]=1. (9) Given the reactants [CH3:1][O:2][C:3]1[CH:21]=[C:20]([N+:22]([O-])=O)[CH:19]=[CH:18][C:4]=1[O:5][C@@H:6]1[CH2:10][CH2:9][N:8]([C:11]([O:13][C:14]([CH3:17])([CH3:16])[CH3:15])=[O:12])[CH2:7]1, predict the reaction product. The product is: [NH2:22][C:20]1[CH:19]=[CH:18][C:4]([O:5][C@@H:6]2[CH2:10][CH2:9][N:8]([C:11]([O:13][C:14]([CH3:16])([CH3:17])[CH3:15])=[O:12])[CH2:7]2)=[C:3]([O:2][CH3:1])[CH:21]=1. (10) Given the reactants [CH2:1]([O:8][CH2:9][C@H:10]([O:14][CH2:15][CH:16]=[N:17][OH:18])[CH2:11][CH:12]=[CH2:13])[C:2]1[CH:7]=[CH:6][CH:5]=[CH:4][CH:3]=1.Cl[O-].[Na+], predict the reaction product. The product is: [CH2:1]([O:8][CH2:9][C@@H:10]1[O:14][CH2:15][C:16]2=[N:17][O:18][CH2:13][C@@H:12]2[CH2:11]1)[C:2]1[CH:7]=[CH:6][CH:5]=[CH:4][CH:3]=1.